From a dataset of Full USPTO retrosynthesis dataset with 1.9M reactions from patents (1976-2016). Predict the reactants needed to synthesize the given product. (1) The reactants are: [Cl:1][C:2]1[CH:10]=[C:9]2[C:5]([CH2:6][C:7](=[O:11])[NH:8]2)=[CH:4][CH:3]=1.[C:12]([Si:16]([CH3:26])([CH3:25])[O:17][CH2:18][C:19]([CH3:24])([CH3:23])[CH2:20][CH:21]=O)([CH3:15])([CH3:14])[CH3:13].C[O-].[Na+]. Given the product [C:12]([Si:16]([CH3:25])([CH3:26])[O:17][CH2:18][C:19]([CH3:24])([CH3:23])[CH2:20]/[CH:21]=[C:6]1\[C:7](=[O:11])[NH:8][C:9]2[C:5]\1=[CH:4][CH:3]=[C:2]([Cl:1])[CH:10]=2)([CH3:15])([CH3:14])[CH3:13], predict the reactants needed to synthesize it. (2) Given the product [Br:11][C:12]1[CH:13]=[C:14]([O:8][C:5]2[CH:6]=[CH:7][C:2]([F:1])=[CH:3][CH:4]=2)[C:15]([C:18]#[N:19])=[N:16][CH:17]=1, predict the reactants needed to synthesize it. The reactants are: [F:1][C:2]1[CH:7]=[CH:6][C:5]([OH:8])=[CH:4][CH:3]=1.[H-].[Na+].[Br:11][C:12]1[CH:13]=[C:14]([N+]([O-])=O)[C:15]([C:18]#[N:19])=[N:16][CH:17]=1.O. (3) The reactants are: Cl[C:2]1[N:10]=[C:9]2[C:5]([N:6]=[CH:7][N:8]2[CH:11]2[CH2:16][CH2:15][N:14]([C:17]([O:19][C:20]([CH3:23])([CH3:22])[CH3:21])=[O:18])[CH2:13][CH2:12]2)=[C:4]([N:24]2[CH2:29][CH2:28][O:27][CH2:26][CH2:25]2)[N:3]=1.[CH3:30][O:31][CH2:32][O:33][C:34]1[CH:35]=[N:36][CH:37]=[C:38](B2OC(C)(C)C(C)(C)O2)[CH:39]=1.C(=O)([O-])[O-].[Na+].[Na+]. Given the product [C:20]([O:19][C:17]([N:14]1[CH2:15][CH2:16][CH:11]([N:8]2[CH:7]=[N:6][C:5]3[C:9]2=[N:10][C:2]([C:38]2[CH:37]=[N:36][CH:35]=[C:34]([O:33][CH2:32][O:31][CH3:30])[CH:39]=2)=[N:3][C:4]=3[N:24]2[CH2:29][CH2:28][O:27][CH2:26][CH2:25]2)[CH2:12][CH2:13]1)=[O:18])([CH3:23])([CH3:22])[CH3:21], predict the reactants needed to synthesize it. (4) Given the product [C:1]([N:4]1[C:12]2[C:7](=[CH:8][CH:9]=[CH:10][CH:11]=2)/[C:6](=[C:13](/[NH:35][C:34]2[CH:36]=[CH:37][C:31]([NH:30][S:27]([CH:24]([CH3:26])[CH3:25])(=[O:29])=[O:28])=[CH:32][CH:33]=2)\[C:14]2[CH:19]=[CH:18][CH:17]=[CH:16][CH:15]=2)/[C:5]1=[O:23])(=[O:3])[CH3:2], predict the reactants needed to synthesize it. The reactants are: [C:1]([N:4]1[C:12]2[C:7](=[CH:8][CH:9]=[CH:10][CH:11]=2)[C:6](=[C:13](OCC)[C:14]2[CH:19]=[CH:18][CH:17]=[CH:16][CH:15]=2)[C:5]1=[O:23])(=[O:3])[CH3:2].[CH:24]([S:27]([NH:30][C:31]1[CH:37]=[CH:36][C:34]([NH2:35])=[CH:33][CH:32]=1)(=[O:29])=[O:28])([CH3:26])[CH3:25]. (5) Given the product [CH2:25]([CH:4]([CH2:1][CH2:2][CH3:3])[C:5]([O:7][CH2:8][CH2:9][C:10]([O:11][CH:12]([CH2:13][OH:14])[CH2:17][OH:16])=[O:24])=[O:6])[CH2:26][CH3:27], predict the reactants needed to synthesize it. The reactants are: [CH2:1]([CH:4]([CH2:25][CH2:26][CH3:27])[C:5]([O:7][CH2:8][CH2:9][C:10](=[O:24])[O:11][CH:12]1[CH2:17][O:16]C(C2C=CC=CC=2)[O:14][CH2:13]1)=[O:6])[CH2:2][CH3:3]. (6) The reactants are: [NH2:1][CH:2]([C:31]1[CH:36]=[CH:35][CH:34]=[CH:33][C:32]=1[O:37][CH:38]([F:40])[F:39])[C:3]1[N:7]2[CH:8]=[C:9]([C:12]3[CH:13]=[N:14][C:15]([N:18]4[CH2:23][CH2:22][C:21]([CH3:29])([C:24]([O:26]CC)=[O:25])[CH2:20][CH2:19]4)=[N:16][CH:17]=3)[CH:10]=[CH:11][C:6]2=[N:5][C:4]=1[CH3:30].[OH-].[Na+:42]. Given the product [NH2:1][CH:2]([C:31]1[CH:36]=[CH:35][CH:34]=[CH:33][C:32]=1[O:37][CH:38]([F:39])[F:40])[C:3]1[N:7]2[CH:8]=[C:9]([C:12]3[CH:13]=[N:14][C:15]([N:18]4[CH2:19][CH2:20][C:21]([CH3:29])([C:24]([O-:26])=[O:25])[CH2:22][CH2:23]4)=[N:16][CH:17]=3)[CH:10]=[CH:11][C:6]2=[N:5][C:4]=1[CH3:30].[Na+:42], predict the reactants needed to synthesize it. (7) Given the product [C:37]([O:41][C:42](=[O:43])[NH:44][CH2:45][CH:46]([CH2:50][C:51]1[CH:52]=[CH:53][C:54]([Cl:57])=[CH:55][CH:56]=1)[C:47]([N:33]1[CH2:32][CH2:31][N:30]([C:29]2[C:24]3[C:23]([CH3:36])=[CH:22][NH:21][C:25]=3[N:26]=[CH:27][N:28]=2)[CH2:35][CH2:34]1)=[O:48])([CH3:40])([CH3:38])[CH3:39], predict the reactants needed to synthesize it. The reactants are: CCN(C(C)C)C(C)C.Cl.Cl.C1(S([N:21]2[C:25]3[N:26]=[CH:27][N:28]=[C:29]([N:30]4[CH2:35][CH2:34][NH:33][CH2:32][CH2:31]4)[C:24]=3[C:23]([CH3:36])=[CH:22]2)(=O)=O)C=CC=CC=1.[C:37]([O:41][C:42]([NH:44][CH2:45][C@H:46]([CH2:50][C:51]1[CH:56]=[CH:55][C:54]([Cl:57])=[CH:53][CH:52]=1)[C:47](O)=[O:48])=[O:43])([CH3:40])([CH3:39])[CH3:38].CN(C(ON1N=NC2C=CC=CC1=2)=[N+](C)C)C.F[P-](F)(F)(F)(F)F.[Li+].[OH-].